Dataset: Forward reaction prediction with 1.9M reactions from USPTO patents (1976-2016). Task: Predict the product of the given reaction. (1) Given the reactants [CH3:1][O:2][C:3]1[CH:4]=[C:5]([S:12][CH2:13][CH2:14][OH:15])[CH:6]=[C:7]([N+:9]([O-:11])=[O:10])[CH:8]=1.[H-].[Na+].Br[CH2:19][CH2:20][O:21][CH2:22][CH2:23][O:24][CH3:25].[Na+].[I-], predict the reaction product. The product is: [CH3:1][O:2][C:3]1[CH:4]=[C:5]([S:12][CH2:13][CH2:14][O:15][CH2:19][CH2:20][O:21][CH2:22][CH2:23][O:24][CH3:25])[CH:6]=[C:7]([N+:9]([O-:11])=[O:10])[CH:8]=1. (2) Given the reactants [CH:1]1([C@H:5]([NH:7][C:8]2[N:16]=[C:15]([C:17]([NH2:19])=O)[N:14]=[C:13]3[C:9]=2[N:10]([CH2:26][C@H:27]2[CH2:32][CH2:31][C@H:30]([CH3:33])[CH2:29][CH2:28]2)[C:11]([CH:20]2[CH2:25][CH2:24][CH2:23][CH2:22][CH2:21]2)=[N:12]3)[CH3:6])[CH2:4][CH2:3][CH2:2]1.O=P(Cl)(Cl)Cl, predict the reaction product. The product is: [CH:1]1([C@H:5]([NH:7][C:8]2[N:16]=[C:15]([C:17]#[N:19])[N:14]=[C:13]3[C:9]=2[N:10]([CH2:26][C@H:27]2[CH2:28][CH2:29][C@H:30]([CH3:33])[CH2:31][CH2:32]2)[C:11]([CH:20]2[CH2:25][CH2:24][CH2:23][CH2:22][CH2:21]2)=[N:12]3)[CH3:6])[CH2:4][CH2:3][CH2:2]1. (3) Given the reactants [C:1]([O:5][C@@H:6]([C:12]1[C:13]([CH3:45])=[N:14][C:15]2[N:16]([N:30]=[C:31]([C:33](=[O:44])[NH:34][CH2:35][C:36]3[CH:41]=[CH:40][C:39]([F:42])=[C:38]([CH3:43])[CH:37]=3)[CH:32]=2)[C:17]=1[C:18]1[C:19]([CH3:29])=[C:20]2[C:25](=[C:26]([F:28])[CH:27]=1)[O:24][CH2:23][CH2:22][CH2:21]2)[C:7]([O:9][CH2:10][CH3:11])=[O:8])([CH3:4])([CH3:3])[CH3:2].[B-](F)(F)(F)[F:47].[B-](F)(F)(F)F.C1[N+]2(CCl)CC[N+](F)(CC2)C1, predict the reaction product. The product is: [C:1]([O:5][C@@H:6]([C:12]1[C:13]([CH3:45])=[N:14][C:15]2[N:16]([N:30]=[C:31]([C:33](=[O:44])[NH:34][CH2:35][C:36]3[CH:41]=[CH:40][C:39]([F:42])=[C:38]([CH3:43])[CH:37]=3)[C:32]=2[F:47])[C:17]=1[C:18]1[C:19]([CH3:29])=[C:20]2[C:25](=[C:26]([F:28])[CH:27]=1)[O:24][CH2:23][CH2:22][CH2:21]2)[C:7]([O:9][CH2:10][CH3:11])=[O:8])([CH3:4])([CH3:3])[CH3:2]. (4) The product is: [NH2:1][C:4]1[CH:9]=[CH:8][C:7]([O:10][CH3:11])=[CH:6][C:5]=1[C:12]([F:13])([F:14])[F:15]. Given the reactants [N+:1]([C:4]1[CH:9]=[CH:8][C:7]([O:10][CH3:11])=[CH:6][C:5]=1[C:12]([F:15])([F:14])[F:13])([O-])=O, predict the reaction product. (5) The product is: [Cl:1][C:2]1[CH:7]=[CH:6][CH:5]=[CH:4][C:3]=1[C:8]1[C:12]([C:13]([OH:15])=[O:14])=[CH:11][O:10][N:9]=1. Given the reactants [Cl:1][C:2]1[CH:7]=[CH:6][CH:5]=[CH:4][C:3]=1[C:8]1[C:12]([C:13]([O:15]CC)=[O:14])=[CH:11][O:10][N:9]=1.[OH-].[Na+].Cl.O, predict the reaction product. (6) Given the reactants CS[C:3]1[N:4]=[N:5][C:6]([C:20]#[N:21])=[C:7]([N:9]2[CH2:15][CH2:14][C:13]3[CH:16]=[CH:17][CH:18]=[CH:19][C:12]=3[CH2:11][CH2:10]2)[N:8]=1.ClC1C=CC=C(C(OO)=[O:30])C=1, predict the reaction product. The product is: [OH:30][C:3]1[N:4]=[N:5][C:6]([C:20]#[N:21])=[C:7]([N:9]2[CH2:15][CH2:14][C:13]3[CH:16]=[CH:17][CH:18]=[CH:19][C:12]=3[CH2:11][CH2:10]2)[N:8]=1. (7) Given the reactants FC(F)(F)C(O)=O.C(OC([N:15]1[CH2:20][CH2:19][C:18]2[N:21]([CH2:31][CH:32]([OH:48])[CH2:33][N:34]3[CH2:39][CH2:38][N:37]([C:40]4[CH:45]=[CH:44][CH:43]=[CH:42][C:41]=4[C:46]#[N:47])[CH2:36][CH2:35]3)[N:22]=[C:23]([C:24]3[CH:29]=[CH:28][C:27]([I:30])=[CH:26][CH:25]=3)[C:17]=2[CH2:16]1)=O)(C)(C)C, predict the reaction product. The product is: [OH:48][CH:32]([CH2:31][N:21]1[C:18]2[CH2:19][CH2:20][NH:15][CH2:16][C:17]=2[C:23]([C:24]2[CH:29]=[CH:28][C:27]([I:30])=[CH:26][CH:25]=2)=[N:22]1)[CH2:33][N:34]1[CH2:35][CH2:36][N:37]([C:40]2[CH:45]=[CH:44][CH:43]=[CH:42][C:41]=2[C:46]#[N:47])[CH2:38][CH2:39]1.